This data is from Full USPTO retrosynthesis dataset with 1.9M reactions from patents (1976-2016). The task is: Predict the reactants needed to synthesize the given product. (1) Given the product [C:11]([O:15][C:16]([N:17]1[CH2:21][CH2:22][C:8]([C:9]#[N:10])([C:4]2[CH:5]=[N:6][CH:7]=[C:2]([Br:1])[CH:3]=2)[CH2:19][CH2:18]1)=[O:24])([CH3:14])([CH3:13])[CH3:12], predict the reactants needed to synthesize it. The reactants are: [Br:1][C:2]1[CH:3]=[C:4]([CH2:8][C:9]#[N:10])[CH:5]=[N:6][CH:7]=1.[C:11]([O:15][C:16](=[O:24])[N:17]([CH2:21][CH2:22]Cl)[CH2:18][CH2:19]Cl)([CH3:14])([CH3:13])[CH3:12].[H-].[Na+].O. (2) Given the product [OH:14][CH2:13][CH2:12][C@H:8]1[CH2:7][C@H:6]([C:4]([O:3][CH2:1][CH3:2])=[O:5])[C@H:10]([CH3:11])[CH2:9]1, predict the reactants needed to synthesize it. The reactants are: [CH2:1]([O:3][C:4]([C@@H:6]1[C@H:10]([CH3:11])[CH2:9][C@@H:8]([CH2:12][C:13](O)=[O:14])[CH2:7]1)=[O:5])[CH3:2]. (3) Given the product [F:21][C:15]1[CH:16]=[C:17]([F:20])[CH:18]=[CH:19][C:14]=1[S:11]([NH:10][C:4]1[C:5]([O:8][CH3:9])=[N:6][CH:7]=[C:2]([C:46]2[CH:47]=[CH:48][C:49]3[N:50]=[CH:51][N:52]=[C:53]([N:56]4[CH2:57][CH2:58][O:59][CH2:60][CH2:61]4)[C:54]=3[N:55]=2)[CH:3]=1)(=[O:13])=[O:12], predict the reactants needed to synthesize it. The reactants are: Br[C:2]1[CH:3]=[C:4]([NH:10][S:11]([C:14]2[CH:19]=[CH:18][C:17]([F:20])=[CH:16][C:15]=2[F:21])(=[O:13])=[O:12])[C:5]([O:8][CH3:9])=[N:6][CH:7]=1.B1(B2OC(C)(C)C(C)(C)O2)OC(C)(C)C(C)(C)O1.C([O-])(=O)C.[K+].Cl[C:46]1[CH:47]=[CH:48][C:49]2[N:50]=[CH:51][N:52]=[C:53]([N:56]3[CH2:61][CH2:60][O:59][CH2:58][CH2:57]3)[C:54]=2[N:55]=1.C(=O)(O)[O-].[Na+].